From a dataset of Reaction yield outcomes from USPTO patents with 853,638 reactions. Predict the reaction yield, written as a fraction of the theoretical maximum amount of product (1.0 means a 100% yield; for example, 0.34 means a 34% yield). (1) The reactants are [Cl:1][C:2]1[CH:7]=[CH:6][C:5]([CH:8]2CCN[C:11](=[O:15])[C:10]3[S:16][C:17]([I:19])=[CH:18][C:9]2=3)=[CH:4][CH:3]=1.[Li+].C[Si]([N-:25][Si](C)(C)C)(C)C.[CH3:30][CH2:31][CH2:32]CCC.CI. The catalyst is O1CCCC1. The product is [Cl:1][C:2]1[CH:3]=[CH:4][C:5]([CH:8]2[NH:25][CH2:32][CH:31]([CH3:30])[C:11](=[O:15])[C:10]3[S:16][C:17]([I:19])=[CH:18][C:9]2=3)=[CH:6][CH:7]=1. The yield is 0.530. (2) The reactants are [Cl:1][C:2]1[CH:11]=[C:10]([Cl:12])[C:9]([N:13]2[CH2:18][CH2:17][O:16][CH2:15][CH2:14]2)=[CH:8][C:3]=1[C:4](OC)=[O:5].[NH3:19]. No catalyst specified. The product is [Cl:1][C:2]1[CH:11]=[C:10]([Cl:12])[C:9]([N:13]2[CH2:18][CH2:17][O:16][CH2:15][CH2:14]2)=[CH:8][C:3]=1[C:4]([NH2:19])=[O:5]. The yield is 0.430. (3) The reactants are [CH2:1]([O:8][C:9]1[CH:10]=[C:11]2[C:15](=[CH:16][CH:17]=1)[NH:14][CH:13]=[CH:12]2)[C:2]1[CH:7]=[CH:6][CH:5]=[CH:4][CH:3]=1.[OH-].[K+].Br[CH2:21][CH2:22][C:23]([O:25]CC)=[O:24].Cl. The catalyst is CS(C)=O.O. The product is [CH2:1]([O:8][C:9]1[CH:10]=[C:11]2[C:15](=[CH:16][CH:17]=1)[N:14]([CH2:21][CH2:22][C:23]([OH:25])=[O:24])[CH:13]=[CH:12]2)[C:2]1[CH:3]=[CH:4][CH:5]=[CH:6][CH:7]=1. The yield is 0.490. (4) The reactants are [F:1][C:2]1[CH:7]=[CH:6][CH:5]=[C:4]([F:8])[C:3]=1[N:9]1[C:14]2[N:15]=[C:16](S(C)(=O)=O)[N:17]=[C:18]([C:19]3[CH:20]=[C:21]([CH:28]=[CH:29][C:30]=3[CH3:31])[C:22]([NH:24][CH2:25][CH2:26][CH3:27])=[O:23])[C:13]=2[CH2:12][NH:11][C:10]1=[O:36]. The catalyst is ClCCl. The product is [NH2:9][CH2:14][CH2:13][CH2:12][NH:11][C:16]1[N:17]=[C:18]([C:19]2[CH:20]=[C:21]([CH:28]=[CH:29][C:30]=2[CH3:31])[C:22]([NH:24][CH2:25][CH2:26][CH3:27])=[O:23])[C:13]2[CH2:12][NH:11][C:10](=[O:36])[N:9]([C:3]3[C:2]([F:1])=[CH:7][CH:6]=[CH:5][C:4]=3[F:8])[C:14]=2[N:15]=1. The yield is 0.780. (5) The reactants are [Cl:1][C:2]1[CH:3]=[C:4](B(O)O)[CH:5]=[CH:6][CH:7]=1.Br[C:12]1[CH:13]=[CH:14][C:15]2[O:26][C:25]3([CH2:31][CH2:30][CH:29]([O:32][CH3:33])[CH2:28][CH2:27]3)[C:18]3([N:22]=[C:21]([NH2:23])[C:20]([CH3:24])=[N:19]3)[C:16]=2[CH:17]=1.C([O-])([O-])=O.[K+].[K+]. The catalyst is O1CCOCC1.Cl[Pd]Cl.C1(P(C2C=CC=CC=2)[C-]2C=CC=C2)C=CC=CC=1.[C-]1(P(C2C=CC=CC=2)C2C=CC=CC=2)C=CC=C1.[Fe+2]. The product is [Cl:1][C:2]1[CH:3]=[C:4]([C:12]2[CH:13]=[CH:14][C:15]3[O:26][C:25]4([CH2:27][CH2:28][CH:29]([O:32][CH3:33])[CH2:30][CH2:31]4)[C:18]4([N:22]=[C:21]([NH2:23])[C:20]([CH3:24])=[N:19]4)[C:16]=3[CH:17]=2)[CH:5]=[CH:6][CH:7]=1. The yield is 0.410. (6) The reactants are C(O[C:4](=O)[C:5]([C:10]1[CH:28]=[CH:27][C:13]2[N:14]=[C:15]([NH:18][C:19]3[CH:24]=[CH:23][C:22]([F:25])=[CH:21][C:20]=3[CH3:26])[N:16]([CH3:17])[C:12]=2[C:11]=1[C:29]#[N:30])(C)[C:6](=O)[CH3:7])C.O.S(=O)(=O)(O)[OH:34].[OH-].[NH4+]. The catalyst is C(O)(=O)C. The product is [F:25][C:22]1[CH:23]=[CH:24][C:19]([NH:18][C:15]2[N:16]([CH3:17])[C:12]3[C:11]4[C:29](=[O:34])[NH:30][C:6]([CH3:7])=[C:5]([CH3:4])[C:10]=4[CH:28]=[CH:27][C:13]=3[N:14]=2)=[C:20]([CH3:26])[CH:21]=1. The yield is 0.890. (7) The reactants are [N+:1]([C:4]1[CH:9]=[CH:8][CH:7]=[CH:6][C:5]=1[NH:10][CH2:11][C@@H:12]1[CH2:17][CH2:16][CH2:15][N:14]([C:18]([O:20][C:21]([CH3:24])([CH3:23])[CH3:22])=[O:19])[CH2:13]1)([O-])=O.NC1C=CC=CC=1NCC(C)(C)CNC(=O)OC(C)(C)C. No catalyst specified. The product is [NH2:1][C:4]1[CH:9]=[CH:8][CH:7]=[CH:6][C:5]=1[NH:10][CH2:11][C@@H:12]1[CH2:17][CH2:16][CH2:15][N:14]([C:18]([O:20][C:21]([CH3:24])([CH3:23])[CH3:22])=[O:19])[CH2:13]1. The yield is 1.00. (8) The product is [C:1]1([S:7]([N:10]2[C:18]3[C:13](=[N:14][C:15]([Cl:20])=[C:16]([C:32]4[CH:33]=[CH:34][C:29]([C:27]#[N:28])=[CH:30][CH:31]=4)[CH:17]=3)[CH:12]=[CH:11]2)(=[O:9])=[O:8])[CH:6]=[CH:5][CH:4]=[CH:3][CH:2]=1. The yield is 0.750. The reactants are [C:1]1([S:7]([N:10]2[C:18]3[C:13](=[N:14][C:15]([Cl:20])=[C:16](Br)[CH:17]=3)[CH:12]=[CH:11]2)(=[O:9])=[O:8])[CH:6]=[CH:5][CH:4]=[CH:3][CH:2]=1.C(=O)([O-])[O-].[Na+].[Na+].[C:27]([C:29]1[CH:34]=[CH:33][C:32](B(O)O)=[CH:31][CH:30]=1)#[N:28]. The catalyst is O1CCOCC1.C1C=CC(P(C2C=CC=CC=2)[C-]2C=CC=C2)=CC=1.C1C=CC(P(C2C=CC=CC=2)[C-]2C=CC=C2)=CC=1.Cl[Pd]Cl.[Fe+2].